Task: Predict the reaction yield, written as a fraction of the theoretical maximum amount of product (1.0 means a 100% yield; for example, 0.34 means a 34% yield).. Dataset: Reaction yield outcomes from USPTO patents with 853,638 reactions The reactants are [CH3:1][C:2]1[CH:3]=[C:4]([CH3:13])[C:5]2[O:10][CH2:9][C:8](=[O:11])[NH:7][C:6]=2[CH:12]=1.C([O-])([O-])=O.[Cs+].[Cs+].[Cl:20][CH2:21][CH2:22][CH2:23]I. The catalyst is CCCCCCC.CCOC(C)=O. The product is [Cl:20][CH2:21][CH2:22][CH2:23][N:7]1[C:6]2[CH:12]=[C:2]([CH3:1])[CH:3]=[C:4]([CH3:13])[C:5]=2[O:10][CH2:9][C:8]1=[O:11]. The yield is 0.390.